Task: Predict the product of the given reaction.. Dataset: Forward reaction prediction with 1.9M reactions from USPTO patents (1976-2016) (1) Given the reactants [F:1][C:2]1[CH:19]=[CH:18][C:5]([CH2:6][O:7][C:8]2[CH:9]=[C:10]3[C:15](=[CH:16][CH:17]=2)[CH2:14][NH:13][CH2:12][CH2:11]3)=[CH:4][CH:3]=1.[CH:20]([O:23][C:24]1[CH:32]=[CH:31][C:30]([S:33]([CH3:36])(=[O:35])=[O:34])=[CH:29][C:25]=1[C:26](O)=[O:27])([CH3:22])[CH3:21], predict the reaction product. The product is: [F:1][C:2]1[CH:3]=[CH:4][C:5]([CH2:6][O:7][C:8]2[CH:9]=[C:10]3[C:15](=[CH:16][CH:17]=2)[CH2:14][N:13]([C:26]([C:25]2[CH:29]=[C:30]([S:33]([CH3:36])(=[O:35])=[O:34])[CH:31]=[CH:32][C:24]=2[O:23][CH:20]([CH3:22])[CH3:21])=[O:27])[CH2:12][CH2:11]3)=[CH:18][CH:19]=1. (2) The product is: [S:15]1[CH:16]=[CH:17][N:18]=[C:14]1[C:11]1[CH:12]=[CH:13][C:8]([O:7][C:6]2[CH:19]=[CH:20][C:3]([OH:2])=[CH:4][CH:5]=2)=[CH:9][CH:10]=1. Given the reactants C[O:2][C:3]1[CH:20]=[CH:19][C:6]([O:7][C:8]2[CH:13]=[CH:12][C:11]([C:14]3[S:15][CH:16]=[CH:17][N:18]=3)=[CH:10][CH:9]=2)=[CH:5][CH:4]=1.B(Br)(Br)Br, predict the reaction product. (3) Given the reactants [CH3:1][O:2][C:3]([C:5]1[CH2:6][N:7]([C:19]([O:21][C:22]([CH3:25])([CH3:24])[CH3:23])=[O:20])[CH2:8][CH2:9][C:10]=1[NH:11][CH2:12][C:13]1[CH:18]=[CH:17][CH:16]=[CH:15][CH:14]=1)=[O:4].C(O[BH-](OC(=O)C)OC(=O)C)(=O)C.[Na+], predict the reaction product. The product is: [CH3:1][O:2][C:3]([C@H:5]1[C@@H:10]([NH:11][CH2:12][C:13]2[CH:18]=[CH:17][CH:16]=[CH:15][CH:14]=2)[CH2:9][CH2:8][N:7]([C:19]([O:21][C:22]([CH3:25])([CH3:24])[CH3:23])=[O:20])[CH2:6]1)=[O:4]. (4) Given the reactants [F:1][C:2]1[CH:3]=[CH:4][C:5]2[NH:9][C:8](=[O:10])[N:7]([CH:11]([CH3:13])[CH3:12])[C:6]=2[CH:14]=1.C(N(CC)CC)C.[NH2:22][CH2:23][CH:24]1[CH2:29][CH2:28][N:27]([CH2:30][C:31]2([OH:37])[CH2:36][CH2:35][O:34][CH2:33][CH2:32]2)[CH2:26][CH2:25]1.[C:38](OCC)(=[O:40])C, predict the reaction product. The product is: [F:1][C:2]1[CH:3]=[CH:4][C:5]2[N:9]([C:38]([NH:22][CH2:23][CH:24]3[CH2:29][CH2:28][N:27]([CH2:30][C:31]4([OH:37])[CH2:36][CH2:35][O:34][CH2:33][CH2:32]4)[CH2:26][CH2:25]3)=[O:40])[C:8](=[O:10])[N:7]([CH:11]([CH3:12])[CH3:13])[C:6]=2[CH:14]=1.